From a dataset of Forward reaction prediction with 1.9M reactions from USPTO patents (1976-2016). Predict the product of the given reaction. (1) Given the reactants [CH3:1][S:2]([C:5]1[CH:6]=[CH:7][C:8]([O:14][C@@H:15]([CH3:20])[C:16]([F:19])([F:18])[F:17])=[C:9]([CH:13]=1)[C:10]([OH:12])=O)(=[O:4])=[O:3].Cl.[F:22][C:23]([F:36])([F:35])[C:24]1[S:28][C:27]([N:29]2[CH2:34][CH2:33][NH:32][CH2:31][CH2:30]2)=[N:26][CH:25]=1, predict the reaction product. The product is: [CH3:1][S:2]([C:5]1[CH:6]=[CH:7][C:8]([O:14][C@@H:15]([CH3:20])[C:16]([F:19])([F:18])[F:17])=[C:9]([C:10]([N:32]2[CH2:33][CH2:34][N:29]([C:27]3[S:28][C:24]([C:23]([F:36])([F:22])[F:35])=[CH:25][N:26]=3)[CH2:30][CH2:31]2)=[O:12])[CH:13]=1)(=[O:3])=[O:4]. (2) The product is: [C:17]([C@:8]1([CH2:9][C:10]([O:12][C:13]([CH3:16])([CH3:15])[CH3:14])=[O:11])[CH2:7][C@H:6]2[C@:2]1([CH3:1])[CH:3]=[CH:4][CH2:5]2)#[N:18]. Given the reactants [CH3:1][C@@:2]12[C:8](=[CH:9][C:10]([O:12][C:13]([CH3:16])([CH3:15])[CH3:14])=[O:11])[CH2:7][C@@H:6]1[CH2:5][CH:4]=[CH:3]2.[C-:17]#[N:18].[K+], predict the reaction product. (3) Given the reactants [CH:1](=O)[CH3:2].B(F)(F)F.CCOCC.[CH3:13][C:14]([OH:22])([CH2:16][CH2:17][CH:18]=[C:19]([CH3:21])[CH3:20])[CH3:15], predict the reaction product. The product is: [CH3:13][C:14]1([CH3:15])[CH2:16][CH2:17][CH:18]([C:19]([CH3:21])=[CH2:20])[CH:1]([CH3:2])[O:22]1. (4) Given the reactants [F:1][C:2]1[CH:3]=[C:4]([N:15]2[CH2:19][C@H:18]([CH2:20][NH:21][C:22](=[O:24])[CH3:23])[O:17][C:16]2=[O:25])[CH:5]=[CH:6][C:7]=1[NH:8][CH:9]1[CH2:14][CH2:13][NH:12][CH2:11][CH2:10]1.Cl[C:27]1[N:36]=[C:35]2[C:30]([C:31](=[O:43])[C:32]([C:40]([OH:42])=[O:41])=[CH:33][N:34]2[CH:37]2[CH2:39][CH2:38]2)=[CH:29][C:28]=1[F:44].C[Si](C)(C)Cl.C(N(CC)CC)C, predict the reaction product. The product is: [C:22]([NH:21][CH2:20][C@@H:18]1[O:17][C:16](=[O:25])[N:15]([C:4]2[CH:5]=[CH:6][C:7]([NH:8][CH:9]3[CH2:14][CH2:13][N:12]([C:27]4[N:36]=[C:35]5[C:30]([C:31](=[O:43])[C:32]([C:40]([OH:42])=[O:41])=[CH:33][N:34]5[CH:37]5[CH2:39][CH2:38]5)=[CH:29][C:28]=4[F:44])[CH2:11][CH2:10]3)=[C:2]([F:1])[CH:3]=2)[CH2:19]1)(=[O:24])[CH3:23]. (5) Given the reactants [CH:1]([O:4][C:5]1[N:10]=[C:9]([C:11]([OH:13])=O)[CH:8]=[CH:7][C:6]=1[N+:14]([O-:16])=[O:15])([CH3:3])[CH3:2].[NH2:17][C:18]1[CH:29]=[CH:28][C:21]([C:22]([O:24][CH:25]([CH3:27])[CH3:26])=[O:23])=[CH:20][C:19]=1[O:30][CH:31]([CH3:33])[CH3:32].C1C=CC2N(O)N=NC=2C=1.CCN=C=NCCCN(C)C.Cl, predict the reaction product. The product is: [CH:31]([O:30][C:19]1[CH:20]=[C:21]([CH:28]=[CH:29][C:18]=1[NH:17][C:11]([C:9]1[CH:8]=[CH:7][C:6]([N+:14]([O-:16])=[O:15])=[C:5]([O:4][CH:1]([CH3:2])[CH3:3])[N:10]=1)=[O:13])[C:22]([O:24][CH:25]([CH3:26])[CH3:27])=[O:23])([CH3:32])[CH3:33]. (6) Given the reactants N[C:2]1[S:3][C:4]([C:19]([O:21][CH3:22])=[O:20])=[C:5]([C:7]2[N:12]=[C:11]([N:13]3[CH2:18][CH2:17][CH2:16][CH2:15][CH2:14]3)[CH:10]=[CH:9][N:8]=2)[N:6]=1.N([O-])=O.[Na+].C(=O)(O)[O-].[Na+].[ClH:32], predict the reaction product. The product is: [Cl:32][C:2]1[S:3][C:4]([C:19]([O:21][CH3:22])=[O:20])=[C:5]([C:7]2[N:12]=[C:11]([N:13]3[CH2:18][CH2:17][CH2:16][CH2:15][CH2:14]3)[CH:10]=[CH:9][N:8]=2)[N:6]=1. (7) Given the reactants [CH2:1]([N:8]1[C:21]2[C:16](=[CH:17][CH:18]=[CH:19][CH:20]=2)[C:10]2([CH2:15][CH2:14][NH:13][CH2:12][CH2:11]2)[C:9]1=[O:22])[C:2]1[CH:7]=[CH:6][CH:5]=[CH:4][CH:3]=1.ClC(OC1C=CC([N+]([O-])=O)=CC=1)=O.[C:36]([O-:39])([O-])=O.[K+].[K+].[CH:42]1([N:46]2[CH2:51][CH2:50][NH:49][CH2:48][CH2:47]2)[CH2:45][CH2:44][CH2:43]1, predict the reaction product. The product is: [CH2:1]([N:8]1[C:21]2[C:16](=[CH:17][CH:18]=[CH:19][CH:20]=2)[C:10]2([CH2:11][CH2:12][N:13]([C:36]([N:49]3[CH2:50][CH2:51][N:46]([CH:42]4[CH2:45][CH2:44][CH2:43]4)[CH2:47][CH2:48]3)=[O:39])[CH2:14][CH2:15]2)[C:9]1=[O:22])[C:2]1[CH:7]=[CH:6][CH:5]=[CH:4][CH:3]=1. (8) Given the reactants C(Cl)(=O)C(Cl)=O.CS(C)=O.[S:11]1[CH:15]=[CH:14][C:13]([CH2:16][CH2:17][CH2:18][OH:19])=[CH:12]1.C([O-])(O)=O.[Na+], predict the reaction product. The product is: [S:11]1[CH:15]=[CH:14][C:13]([CH2:16][CH2:17][CH:18]=[O:19])=[CH:12]1. (9) Given the reactants Cl[C:2]1[N:7]=[C:6]2[N:8]([CH2:11][C:12]([F:15])([F:14])[F:13])[N:9]=[CH:10][C:5]2=[C:4]([N:16]2[CH2:21][CH2:20][O:19][CH2:18][CH2:17]2)[N:3]=1.[NH2:22][C:23]1[CH:28]=[CH:27][C:26](B(O)O)=[CH:25][CH:24]=1.C(=O)([O-])[O-].[Na+].[Na+].COCCOC, predict the reaction product. The product is: [O:19]1[CH2:20][CH2:21][N:16]([C:4]2[N:3]=[C:2]([C:26]3[CH:27]=[CH:28][C:23]([NH2:22])=[CH:24][CH:25]=3)[N:7]=[C:6]3[N:8]([CH2:11][C:12]([F:15])([F:14])[F:13])[N:9]=[CH:10][C:5]=23)[CH2:17][CH2:18]1. (10) Given the reactants [N:1]1([C:7]2[CH:14]=[CH:13][C:10]([CH:11]=O)=[CH:9][CH:8]=2)[CH2:6][CH2:5][O:4][CH2:3][CH2:2]1.[CH3:15][CH:16]([CH3:32])[C:17]([NH:19][C:20]1[CH:25]=[CH:24][CH:23]=[C:22]([CH:26]2[CH2:31][CH2:30][NH:29][CH2:28][CH2:27]2)[CH:21]=1)=[O:18], predict the reaction product. The product is: [CH3:15][CH:16]([CH3:32])[C:17]([NH:19][C:20]1[CH:25]=[CH:24][CH:23]=[C:22]([CH:26]2[CH2:31][CH2:30][N:29]([CH2:11][C:10]3[CH:13]=[CH:14][C:7]([N:1]4[CH2:6][CH2:5][O:4][CH2:3][CH2:2]4)=[CH:8][CH:9]=3)[CH2:28][CH2:27]2)[CH:21]=1)=[O:18].